Task: Binary Classification. Given a T-cell receptor sequence (or CDR3 region) and an epitope sequence, predict whether binding occurs between them.. Dataset: TCR-epitope binding with 47,182 pairs between 192 epitopes and 23,139 TCRs (1) The epitope is AMFWSVPTV. The TCR CDR3 sequence is CASSPGGLEQFF. Result: 0 (the TCR does not bind to the epitope). (2) The epitope is SGPLKAEIAQRLED. The TCR CDR3 sequence is CASSLIGYEQYF. Result: 0 (the TCR does not bind to the epitope).